This data is from Reaction yield outcomes from USPTO patents with 853,638 reactions. The task is: Predict the reaction yield, written as a fraction of the theoretical maximum amount of product (1.0 means a 100% yield; for example, 0.34 means a 34% yield). The reactants are [I:1][C:2]1[C:10]2[O:9][C:8](=[O:11])[NH:7][C:6]=2[CH:5]=[C:4]([N+:12]([O-:14])=[O:13])[CH:3]=1.C(=O)([O-])[O-].[K+].[K+].Br[CH2:22][C:23]([O:25][CH3:26])=[O:24].Cl. The catalyst is CN(C)C=O. The product is [I:1][C:2]1[C:10]2[O:9][C:8](=[O:11])[N:7]([CH2:22][C:23]([O:25][CH3:26])=[O:24])[C:6]=2[CH:5]=[C:4]([N+:12]([O-:14])=[O:13])[CH:3]=1. The yield is 0.790.